This data is from Forward reaction prediction with 1.9M reactions from USPTO patents (1976-2016). The task is: Predict the product of the given reaction. Given the reactants [ClH:1].[CH3:2][O:3][C@H:4]1[CH2:9][C@H:8]([NH2:10])[CH2:7][C:6]([CH3:12])([CH3:11])[CH2:5]1.C(OC(=O)N[C@H]1C[C@@H](O)CC(C)(C)C1)(C)(C)C, predict the reaction product. The product is: [ClH:1].[CH3:2][O:3][C@@H:4]1[CH2:9][C@H:8]([NH2:10])[CH2:7][C:6]([CH3:12])([CH3:11])[CH2:5]1.